From a dataset of Peptide-MHC class I binding affinity with 185,985 pairs from IEDB/IMGT. Regression. Given a peptide amino acid sequence and an MHC pseudo amino acid sequence, predict their binding affinity value. This is MHC class I binding data. The peptide sequence is MLLVLCVTQV. The MHC is HLA-A02:17 with pseudo-sequence HLA-A02:17. The binding affinity (normalized) is 0.377.